This data is from Forward reaction prediction with 1.9M reactions from USPTO patents (1976-2016). The task is: Predict the product of the given reaction. (1) Given the reactants F[B-](F)(F)F.[C:6]1(=[O:20])[N:10](OC(N(C)C)=[N+](C)C)[C:9](=[O:19])[CH2:8][CH2:7]1.[C:21]([O:25][C:26](=[O:46])[CH2:27][CH2:28][CH2:29][CH2:30][CH2:31][CH2:32][CH2:33][CH2:34][CH2:35][CH2:36][CH2:37][CH2:38][CH2:39][CH2:40][CH2:41][CH2:42][C:43]([OH:45])=[O:44])([CH3:24])([CH3:23])[CH3:22].C(N(C(C)C)C(C)C)C, predict the reaction product. The product is: [O:19]=[C:9]1[CH2:8][CH2:7][C:6](=[O:20])[N:10]1[O:44][C:43](=[O:45])[CH2:42][CH2:41][CH2:40][CH2:39][CH2:38][CH2:37][CH2:36][CH2:35][CH2:34][CH2:33][CH2:32][CH2:31][CH2:30][CH2:29][CH2:28][CH2:27][C:26]([O:25][C:21]([CH3:24])([CH3:22])[CH3:23])=[O:46]. (2) Given the reactants [Br:1][C:2]1[CH:3]=[CH:4][C:5]([Cl:13])=[C:6]([CH:12]=1)[C:7](OCC)=[O:8].CC(C[AlH]CC(C)C)C, predict the reaction product. The product is: [Br:1][C:2]1[CH:3]=[CH:4][C:5]([Cl:13])=[C:6]([CH2:7][OH:8])[CH:12]=1. (3) Given the reactants Br[C:2]1[CH:3]=[CH:4][C:5]2[N:6]([CH2:16][C:17]([CH3:27])([OH:26])[CH2:18][O:19][C:20]3[CH:25]=[CH:24][CH:23]=[CH:22][CH:21]=3)[C:7]3[C:12]([C:13]=2[CH:14]=1)=[CH:11][C:10](Br)=[CH:9][CH:8]=3.[C-:28]#[N:29].[Na+].[I-].[K+].[CH3:33][N:34](C)CCN, predict the reaction product. The product is: [OH:26][C:17]([CH3:27])([CH2:18][O:19][C:20]1[CH:25]=[CH:24][CH:23]=[CH:22][CH:21]=1)[CH2:16][N:6]1[C:7]2[CH:8]=[CH:9][C:10]([C:33]#[N:34])=[CH:11][C:12]=2[C:13]2[C:5]1=[CH:4][CH:3]=[C:2]([C:28]#[N:29])[CH:14]=2. (4) Given the reactants [O:1]=[C:2]1[N:10]([CH2:11][C:12]([OH:14])=[O:13])[C:5]2=[N:6][CH:7]=[CH:8][CH:9]=[C:4]2[N:3]1[CH:15]1[CH2:20][CH2:19][NH:18][CH2:17][CH2:16]1.[Cl:21][C:22]1[CH:27]=[C:26]([F:28])[CH:25]=[CH:24][C:23]=1[S:29](Cl)(=[O:31])=[O:30], predict the reaction product. The product is: [Cl:21][C:22]1[CH:27]=[C:26]([F:28])[CH:25]=[CH:24][C:23]=1[S:29]([N:18]1[CH2:17][CH2:16][CH:15]([N:3]2[C:4]3[C:5](=[N:6][CH:7]=[CH:8][CH:9]=3)[N:10]([CH2:11][C:12]([OH:14])=[O:13])[C:2]2=[O:1])[CH2:20][CH2:19]1)(=[O:31])=[O:30].